Dataset: Catalyst prediction with 721,799 reactions and 888 catalyst types from USPTO. Task: Predict which catalyst facilitates the given reaction. (1) Reactant: [NH2:1][C:2]1[CH:7]=[CH:6][C:5]([CH3:8])=[CH:4][C:3]=1[OH:9].C([O-])([O-])=O.[K+].[K+].Br[CH:17]([CH2:23]Br)[C:18]([O:20][CH2:21][CH3:22])=[O:19]. Product: [CH3:8][C:5]1[CH:6]=[CH:7][C:2]2[NH:1][CH2:23][CH:17]([C:18]([O:20][CH2:21][CH3:22])=[O:19])[O:9][C:3]=2[CH:4]=1. The catalyst class is: 21. (2) Reactant: [C:1]12[CH:24]=[C:22]3[N:23]=[C:19]([CH:20]=[CH:21]3)[CH:18]=[C:16]3[NH:17][C:13]([CH:14]=[CH:15]3)=[CH:12][C:10]3=[N:11][C:7]([CH:8]=[CH:9]3)=[CH:6][C:4]([NH:5]1)=[CH:3][CH:2]=2.[Zn:25](OC(C)=O)OC(C)=O.O.O. Product: [C:1]12[CH:24]=[C:22]3[N:23]=[C:19]([CH:20]=[CH:21]3)[CH:18]=[C:16]3[NH:17][C:13]([CH:14]=[CH:15]3)=[CH:12][C:10]3=[N:11][C:7]([CH:8]=[CH:9]3)=[CH:6][C:4]([NH:5]1)=[CH:3][CH:2]=2.[Zn:25]. The catalyst class is: 147. (3) Reactant: F[C:2](F)([C:9](F)(F)[C:10](F)(F)[C:11](F)(F)[C:12](F)(F)C(F)F)[CH2:3][O:4][CH2:5][CH:6]1[O:8][CH2:7]1.[C:25](#N)[CH3:26].[O-:28][S:29]([O-:31])=[O:30].[CH:32]1[C:41]2[C:36](=[CH:37][CH:38]=[CH:39][CH:40]=2)[CH2:35][CH2:34][N:33]=1. Product: [CH2:32]1[C:41]2[C:36](=[CH:37][CH:38]=[CH:39][CH:40]=2)[CH2:35][CH2:34][N:33]1[CH2:7][CH:6]([O:8][S:29](=[O:31])(=[O:28])[OH:30])[CH2:5][O:4][CH2:3][CH:2]([CH2:25][CH3:26])[CH2:9][CH2:10][CH2:11][CH3:12]. The catalyst class is: 2. (4) Reactant: [NH2:1][C:2]1[CH:3]=[C:4]([C:8]2[N:17]=[C:16]([NH:18][C:19]3[CH:20]=[C:21]4[C:25](=[CH:26][CH:27]=3)[N:24]([C:28]([O:30][C:31]([CH3:34])([CH3:33])[CH3:32])=[O:29])[N:23]=[CH:22]4)[C:15]3[C:10](=[CH:11][CH:12]=[CH:13][CH:14]=3)[N:9]=2)[CH:5]=[CH:6][CH:7]=1.CCN(CC)CC.[C:42](Cl)(=O)[O:43]C1C=CC([N+]([O-])=O)=CC=1.[CH3:55][N:56]([CH3:60])[CH2:57][CH2:58][NH2:59]. Product: [CH3:55][N:56]([CH3:60])[CH2:57][CH2:58][NH:59][C:42](=[O:43])[NH:1][C:2]1[CH:3]=[C:4]([C:8]2[N:17]=[C:16]([NH:18][C:19]3[CH:20]=[C:21]4[C:25](=[CH:26][CH:27]=3)[N:24]([C:28]([O:30][C:31]([CH3:34])([CH3:33])[CH3:32])=[O:29])[N:23]=[CH:22]4)[C:15]3[C:10](=[CH:11][CH:12]=[CH:13][CH:14]=3)[N:9]=2)[CH:5]=[CH:6][CH:7]=1. The catalyst class is: 2. (5) Reactant: [NH2:1][C:2]1[CH:7]=[CH:6][N:5]=[C:4]([Cl:8])[CH:3]=1.[CH:9](=O)[CH2:10][CH3:11].C(O[BH-](O[C:23](=O)[CH3:24])OC(=O)C)(=O)C.[Na+].[BH4-].[Na+].Cl[CH:30](Cl)C. Product: [Cl:8][C:4]1[CH:3]=[C:2]([N:1]([CH2:30][CH2:23][CH3:24])[CH2:9][CH2:10][CH3:11])[CH:7]=[CH:6][N:5]=1. The catalyst class is: 676.